Predict the reactants needed to synthesize the given product. From a dataset of Full USPTO retrosynthesis dataset with 1.9M reactions from patents (1976-2016). (1) Given the product [Br:1][C:2]1[CH:3]=[CH:4][C:5]([CH:8]([NH:10][CH2:11][CH2:12][C:13](=[O:14])[CH:18]([CH3:20])[CH3:19])[CH3:9])=[CH:6][CH:7]=1, predict the reactants needed to synthesize it. The reactants are: [Br:1][C:2]1[CH:7]=[CH:6][C:5]([CH:8]([NH:10][CH2:11][CH2:12][C:13]2([CH:18]([CH3:20])[CH3:19])OCC[O:14]2)[CH3:9])=[CH:4][CH:3]=1.CO.Cl. (2) Given the product [CH2:48]([O:47][C:41]1[CH:42]=[C:43]([F:46])[CH:44]=[CH:45][C:40]=1[C:28]1([N:25]2[CH2:24][C:22]3([CH2:23][N:20]([CH:17]4[CH2:16][CH2:15][N:14]([CH3:13])[CH2:19][CH2:18]4)[CH2:21]3)[CH2:26]2)[C:36]2[C:31](=[CH:32][CH:33]=[C:34]([C:37]#[N:38])[CH:35]=2)[NH:30][C:29]1=[O:39])[CH3:49], predict the reactants needed to synthesize it. The reactants are: CCN(C(C)C)C(C)C.Cl.Cl.Cl.[CH3:13][N:14]1[CH2:19][CH2:18][CH:17]([N:20]2[CH2:23][C:22]3([CH2:26][NH:25][CH2:24]3)[CH2:21]2)[CH2:16][CH2:15]1.Cl[C:28]1([C:40]2[CH:45]=[CH:44][C:43]([F:46])=[CH:42][C:41]=2[O:47][CH2:48][CH3:49])[C:36]2[C:31](=[CH:32][CH:33]=[C:34]([C:37]#[N:38])[CH:35]=2)[NH:30][C:29]1=[O:39].C([O-])([O-])=O.[K+].[K+].